Dataset: Reaction yield outcomes from USPTO patents with 853,638 reactions. Task: Predict the reaction yield, written as a fraction of the theoretical maximum amount of product (1.0 means a 100% yield; for example, 0.34 means a 34% yield). (1) The reactants are I[C:2]1[CH:3]=[N:4][N:5]([CH2:7][CH2:8][O:9][CH:10]2[CH2:15][CH2:14][CH2:13][CH2:12][O:11]2)[CH:6]=1.[C:16]([C:20]1[CH:21]=[C:22]([NH2:25])[NH:23][N:24]=1)([CH3:19])([CH3:18])[CH3:17].C([O-])([O-])=O.[K+].[K+].CN[C@@H]1CCCC[C@H]1NC. The catalyst is [Cu]I.O.C1(C)C=CC=CC=1. The product is [C:16]([C:20]1[CH:21]=[C:22]([NH2:25])[N:23]([C:2]2[CH:3]=[N:4][N:5]([CH2:7][CH2:8][O:9][CH:10]3[CH2:15][CH2:14][CH2:13][CH2:12][O:11]3)[CH:6]=2)[N:24]=1)([CH3:19])([CH3:18])[CH3:17]. The yield is 0.810. (2) The reactants are [CH2:1]([N:3]1[CH2:7][CH2:6][N:5]=[C:4]1[CH3:8])[CH3:2].[C:9](=[O:14])([O:12]C)[O:10][CH3:11]. The catalyst is CO. The product is [CH3:11][O:10][C:9](=[O:12])[O-:14].[CH2:1]([NH+:3]1[CH2:7][CH2:6][N:5]([CH3:9])[CH:4]1[CH3:8])[CH3:2]. The yield is 1.00.